This data is from Catalyst prediction with 721,799 reactions and 888 catalyst types from USPTO. The task is: Predict which catalyst facilitates the given reaction. (1) Reactant: Cl.O.[Cl:3][C:4]1[CH:22]=[C:21]([N+:23]([O-])=O)[CH:20]=[CH:19][C:5]=1[N:6]([CH2:13][CH2:14][CH2:15][CH2:16][CH2:17][CH3:18])[CH2:7][CH2:8][CH2:9][CH2:10][CH2:11][CH3:12].CCN(CC)CC. Product: [Cl:3][C:4]1[CH:22]=[C:21]([NH2:23])[CH:20]=[CH:19][C:5]=1[N:6]([CH2:13][CH2:14][CH2:15][CH2:16][CH2:17][CH3:18])[CH2:7][CH2:8][CH2:9][CH2:10][CH2:11][CH3:12]. The catalyst class is: 415. (2) Reactant: [NH:1]1[CH2:6][CH2:5][NH:4][CH2:3][CH2:2]1.Cl[C:8]1[C:13]([O:14][CH3:15])=[C:12](Cl)[N:11]=[CH:10][N:9]=1. Product: [CH3:15][O:14][C:13]1[C:8]([N:1]2[CH2:6][CH2:5][NH:4][CH2:3][CH2:2]2)=[N:9][CH:10]=[N:11][CH:12]=1. The catalyst class is: 6. (3) Reactant: [O:1]1[CH2:5][CH2:4][NH:3][C:2]1=[O:6].[H-].[Na+].Cl[CH2:10][CH2:11][CH2:12][CH2:13][CH2:14][O:15][C:16]1[CH:21]=[CH:20][CH:19]=[CH:18][C:17]=1/[CH:22]=[CH:23]/[CH:24]([CH2:37][C:38]1[CH:43]=[CH:42][C:41]([C:44]([O:46][CH3:47])=[O:45])=[CH:40][CH:39]=1)[CH2:25][CH2:26][C:27]1[CH:36]=[CH:35][C:30]([C:31]([O:33][CH3:34])=[O:32])=[CH:29][CH:28]=1.[Cl-].[NH4+]. Product: [CH3:47][O:46][C:44]([C:41]1[CH:40]=[CH:39][C:38]([CH2:37][CH:24](/[CH:23]=[CH:22]/[C:17]2[CH:18]=[CH:19][CH:20]=[CH:21][C:16]=2[O:15][CH2:14][CH2:13][CH2:12][CH2:11][CH2:10][N:3]2[CH2:4][CH2:5][O:1][C:2]2=[O:6])[CH2:25][CH2:26][C:27]2[CH:36]=[CH:35][C:30]([C:31]([O:33][CH3:34])=[O:32])=[CH:29][CH:28]=2)=[CH:43][CH:42]=1)=[O:45]. The catalyst class is: 3. (4) Reactant: C([O:8][C:9]1[CH:14]=[CH:13][C:12]([C:15]2[CH:16]=[N:17][C:18]([NH:21][C:22]3[CH:27]=[CH:26][CH:25]=[CH:24][CH:23]=3)=[N:19][CH:20]=2)=[CH:11][C:10]=1[F:28])C1C=CC=CC=1. Product: [F:28][C:10]1[CH:11]=[C:12]([C:15]2[CH:20]=[N:19][C:18]([NH:21][C:22]3[CH:27]=[CH:26][CH:25]=[CH:24][CH:23]=3)=[N:17][CH:16]=2)[CH:13]=[CH:14][C:9]=1[OH:8]. The catalyst class is: 67. (5) Reactant: F[B-](F)(F)F.N1(OC(N(C)C)=[N+](C)C)C2C=CC=CC=2N=N1.CN1CCOCC1.[CH3:30][C:31]1[C:35]([C:36]([OH:38])=O)=[C:34]([CH3:39])[O:33][N:32]=1.[N:40]1[C:49]2[NH:48][CH2:47][CH2:46][CH2:45][C:44]=2[CH:43]=[CH:42][C:41]=1[CH2:50][CH2:51][CH2:52][C:53]1[S:57][C:56]([CH2:58][C@@H:59]([C:61]([O:63]C)=[O:62])[NH2:60])=[CH:55][CH:54]=1.[OH-].[Na+]. Product: [CH3:30][C:31]1[C:35]([C:36]([NH:60][C@H:59]([C:61]([OH:63])=[O:62])[CH2:58][C:56]2[S:57][C:53]([CH2:52][CH2:51][CH2:50][C:41]3[CH:42]=[CH:43][C:44]4[CH2:45][CH2:46][CH2:47][NH:48][C:49]=4[N:40]=3)=[CH:54][CH:55]=2)=[O:38])=[C:34]([CH3:39])[O:33][N:32]=1. The catalyst class is: 3. (6) Reactant: [C:1]([O:10]C)(=O)[C:2]1[C:3](=[CH:5][CH:6]=[CH:7][CH:8]=1)[SH:4].[C:12]([C:14]1[N:19]=[C:18]([CH2:20][CH2:21][CH2:22][O:23][CH2:24][CH2:25][C:26]([O:28][C:29]([CH3:32])([CH3:31])[CH3:30])=[O:27])[CH:17]=[CH:16][CH:15]=1)#[N:13].C(N(CC)CC)C. Product: [O:10]=[C:1]1[C:2]2[CH:8]=[CH:7][CH:6]=[CH:5][C:3]=2[S:4][C:12]([C:14]2[N:19]=[C:18]([CH2:20][CH2:21][CH2:22][O:23][CH2:24][CH2:25][C:26]([O:28][C:29]([CH3:32])([CH3:31])[CH3:30])=[O:27])[CH:17]=[CH:16][CH:15]=2)=[N:13]1. The catalyst class is: 11.